From a dataset of Experimentally validated miRNA-target interactions with 360,000+ pairs, plus equal number of negative samples. Binary Classification. Given a miRNA mature sequence and a target amino acid sequence, predict their likelihood of interaction. (1) The miRNA is hsa-miR-4270 with sequence UCAGGGAGUCAGGGGAGGGC. The protein sequence of the target gene is MRLHRLRARLSAVACGLLLLLVRGQGQDSASPIRTTHTGQVLGSLVHVKGANAGVQTFLGIPFAKPPLGPLRFAPPEPPESWSGVRDGTTHPAMCLQDLTAVESEFLSQFNMTFPSDSMSEDCLYLSIYTPAHSHEGSNLPVMVWIHGGALVFGMASLYDGSMLAALENVVVVIIQYRLGVLGFFSTGDKHATGNWGYLDQVAALRWVQQNIAHFGGNPDRVTIFGESAGGTSVSSLVVSPISQGLFHGAIMESGVALLPGLIASSADVISTVVANLSACDQVDSEALVGCLRGKSKEEI.... Result: 1 (interaction). (2) The miRNA is mmu-miR-1942 with sequence UCAGAUGUCUUCAUCUGGUUG. The protein sequence of the target gene is MKVSWPGENHWQVGPAVVESPAVGAPQVGGLPDVVPEGTLLNMVLKRMHRPRCCSYQLVFEHRRPSCIQGLRWTPLTNSEDSLDFRVSLEQATTEHVHKAGKLLHRHLLATYPTLIRDRKYHLRLYRHCCSGRELVDGILALGLGVHSRSQAVGICQVLLDEGALCHVKHDWTFQDRDAQFYRFPGPEPEPTGTQDVEEELVEAMALLSQRGPDALLTVALRKPPGQRTDEELDLIFEELLHIKAVAHLSNSVKRELAAVLLFEPHSKAGTVLFSQGDKGTSWYIIWKGSVNVVTHGKGL.... Result: 1 (interaction). (3) The miRNA is hsa-let-7b-5p with sequence UGAGGUAGUAGGUUGUGUGGUU. The protein sequence of the target gene is MALEGMSKRKRKRSVQEGENPDDGVRGSPPEDYRLGQVASSLFRGEHHSRGGTGRLASLFSSLEPQIQPVYVPVPKQTIKKTKRNEEEESTSQIERPLSQEPAKKVKAKKKHTNAEKKLADRESALASADLEEEIHQKQGQKRKNSQPGVKVADRKILDDTEDTVVSQRKKIQINQEEERLKNERTVFVGNLPVTCNKKKLKSFFKEYGQIESVRFRSLIPAEGTLSKKLAAIKRKIHPDQKNINAYVVFKEESAATQALKRNGAQIADGFRIRVDLASETSSRDKRSVFVGNLPYKVEE.... Result: 1 (interaction). (4) The miRNA is hsa-miR-4742-3p with sequence UCUGUAUUCUCCUUUGCCUGCAG. The protein sequence of the target gene is MKWVESIFLIFLLNFTESRTLHRNEYGIASILDSYQCTAEISLADLATIFFAQFVQEATYKEVSKMVKDALTAIEKPTGDEQSSGCLENQLPAFLEELCHEKEILEKYGHSDCCSQSEEGRHNCFLAHKKPTPASIPLFQVPEPVTSCEAYEEDRETFMNKFIYEIARRHPFLYAPTILLWAARYDKIIPSCCKAENAVECFQTKAATVTKELRESSLLNQHACAVMKNFGTRTFQAITVTKLSQKFTKVNFTEIQKLVLDVAHVHEHCCRGDVLDCLQDGEKIMSYICSQQDTLSNKIT.... Result: 0 (no interaction).